This data is from Reaction yield outcomes from USPTO patents with 853,638 reactions. The task is: Predict the reaction yield, written as a fraction of the theoretical maximum amount of product (1.0 means a 100% yield; for example, 0.34 means a 34% yield). (1) The reactants are [N+:1]([C:4]1[CH:5]=[C:6]2[C:14](=[CH:15][CH:16]=1)[NH:13][C:12]1[CH2:11][CH2:10][CH2:9][CH2:8][C:7]2=1)([O-])=O.C(O)C.O.O.[Sn](Cl)Cl. The catalyst is C(=O)(O)[O-].[Na+]. The product is [CH2:11]1[C:12]2[NH:13][C:14]3[C:6](=[CH:5][C:4]([NH2:1])=[CH:16][CH:15]=3)[C:7]=2[CH2:8][CH2:9][CH2:10]1. The yield is 0.950. (2) The reactants are [Cl:1][C:2]1[C:3]([C:22]([F:25])([F:24])[F:23])=[CH:4][C:5]2[N:9]=[C:8]([CH2:10][CH3:11])[N:7]([C:12]3[CH:17]=[CH:16][C:15]([CH2:18][CH2:19][OH:20])=[CH:14][CH:13]=3)[C:6]=2[CH:21]=1.Cl[C:27]([O:29][C:30]1[CH:35]=[CH:34][CH:33]=[CH:32][CH:31]=1)=[O:28]. The catalyst is ClCCl.N1C=CC=CC=1. The product is [C:27](=[O:28])([O:29][C:30]1[CH:35]=[CH:34][CH:33]=[CH:32][CH:31]=1)[O:20][CH2:19][CH2:18][C:15]1[CH:14]=[CH:13][C:12]([N:7]2[C:6]3[CH:21]=[C:2]([Cl:1])[C:3]([C:22]([F:23])([F:25])[F:24])=[CH:4][C:5]=3[N:9]=[C:8]2[CH2:10][CH3:11])=[CH:17][CH:16]=1. The yield is 0.820. (3) The reactants are [CH3:1][O:2][C:3]1[CH:4]=[C:5]2[C:9](=[CH:10][CH:11]=1)[NH:8][C:7](=[O:12])[C:6]2=[CH:13][C:14]1[CH:22]=[C:21]2[C:17]([C:18](/[CH:23]=[CH:24]/[C:25]3[CH:26]=[N:27][C:28]([N:31]4[CH2:36][CH2:35][N:34]([CH3:37])[CH2:33][CH2:32]4)=[CH:29][CH:30]=3)=[N:19][NH:20]2)=[CH:16][CH:15]=1.[CH3:38]CN(CC)CC.CCOCC.C(Cl)Cl. The catalyst is C(Cl)(Cl)Cl.CO. The product is [CH3:1][O:2][C:3]1[CH:4]=[C:5]2[C:9](=[CH:10][CH:11]=1)[NH:8][C:7](=[O:12])[C@@:6]12[CH2:38][C@@H:13]1[C:14]1[CH:22]=[C:21]2[C:17]([C:18](/[CH:23]=[CH:24]/[C:25]3[CH:26]=[N:27][C:28]([N:31]4[CH2:36][CH2:35][N:34]([CH3:37])[CH2:33][CH2:32]4)=[CH:29][CH:30]=3)=[N:19][NH:20]2)=[CH:16][CH:15]=1. The yield is 0.0400. (4) The reactants are [NH2:1][C:2]1[CH:7]=[C:6]([O:8][C:9]2[C:14]([F:15])=[CH:13][C:12]([NH:16][C:17]([C:19]3([C:22]([NH:24][C:25]4[CH:30]=[CH:29][C:28]([F:31])=[CH:27][CH:26]=4)=[O:23])[CH2:21][CH2:20]3)=[O:18])=[C:11]([F:32])[CH:10]=2)[CH:5]=[CH:4][N:3]=1.C(N(C(C)C)CC)(C)C.[CH3:42][O:43][CH2:44][C:45](Cl)=[O:46]. The catalyst is O1CCCC1.C(OCC)(=O)C. The product is [F:32][C:11]1[CH:10]=[C:9]([O:8][C:6]2[CH:5]=[CH:4][N:3]=[C:2]([NH:1][C:45](=[O:46])[CH2:44][O:43][CH3:42])[CH:7]=2)[C:14]([F:15])=[CH:13][C:12]=1[NH:16][C:17]([C:19]1([C:22]([NH:24][C:25]2[CH:26]=[CH:27][C:28]([F:31])=[CH:29][CH:30]=2)=[O:23])[CH2:21][CH2:20]1)=[O:18]. The yield is 0.500. (5) The reactants are [N:1]([CH2:4][C@@H:5]1[CH2:10][NH:9][C:8]2[CH:11]=[CH:12][CH:13]=[C:14](Br)[C:7]=2[O:6]1)=[N+:2]=[N-:3].[Cl:16][C:17]1[CH:22]=[C:21]([O:23][CH3:24])[CH:20]=[CH:19][C:18]=1B(O)O. No catalyst specified. The product is [N:1]([CH2:4][C@H:5]1[CH2:10][NH:9][C:8]2[CH:11]=[CH:12][CH:13]=[C:14]([C:18]3[CH:19]=[CH:20][C:21]([O:23][CH3:24])=[CH:22][C:17]=3[Cl:16])[C:7]=2[O:6]1)=[N+:2]=[N-:3]. The yield is 0.780. (6) The reactants are Cl[CH2:2][C:3]1[CH:8]=[CH:7][CH:6]=[CH:5][C:4]=1[C:9](=[CH:14][O:15][CH3:16])[C:10]([O:12][CH3:13])=[O:11].C1(C)C=CC=CC=1.[CH:24]([O:27][C:28]1[N:33]=[C:32]([OH:34])[CH:31]=[C:30]([C:35]([F:38])([F:37])[F:36])[N:29]=1)([CH3:26])[CH3:25].C(=O)([O-])[O-].[K+].[K+]. The catalyst is CN(C=O)C. The product is [CH3:16][O:15][CH:14]=[C:9]([C:4]1[CH:5]=[CH:6][CH:7]=[CH:8][C:3]=1[CH2:2][O:34][C:32]1[CH:31]=[C:30]([C:35]([F:36])([F:37])[F:38])[N:29]=[C:28]([O:27][CH:24]([CH3:26])[CH3:25])[N:33]=1)[C:10]([O:12][CH3:13])=[O:11]. The yield is 0.490. (7) The reactants are [Cl-].O[NH3+:3].[C:4](=[O:7])([O-])[OH:5].[Na+].CS(C)=O.[O:13]1[C:17]2[CH:18]=[CH:19][C:20]([C:22]3[C:27](=[O:28])[N:26]([CH2:29][C:30]4[CH:35]=[CH:34][C:33]([C:36]5[C:37]([C:42]#[N:43])=[CH:38][CH:39]=[CH:40][CH:41]=5)=[CH:32][CH:31]=4)[C:25]([CH2:44][CH2:45][CH3:46])=[N:24][C:23]=3[CH2:47][CH3:48])=[CH:21][C:16]=2[CH2:15][CH2:14]1. The yield is 0.650. The catalyst is O. The product is [O:13]1[C:17]2[CH:18]=[CH:19][C:20]([C:22]3[C:27](=[O:28])[N:26]([CH2:29][C:30]4[CH:35]=[CH:34][C:33]([C:36]5[CH:41]=[CH:40][CH:39]=[CH:38][C:37]=5[C:42]5[NH:3][C:4](=[O:7])[O:5][N:43]=5)=[CH:32][CH:31]=4)[C:25]([CH2:44][CH2:45][CH3:46])=[N:24][C:23]=3[CH2:47][CH3:48])=[CH:21][C:16]=2[CH2:15][CH2:14]1. (8) The reactants are [Cl:1][C:2]1[C:3]([F:28])=[C:4]([CH:25]=[CH:26][CH:27]=1)[NH:5][C:6]1[C:15]2[C:10](=[CH:11][C:12]([O:23][CH3:24])=[C:13]([O:16][CH:17]3[CH2:22][CH2:21][NH:20][CH2:19][CH2:18]3)[CH:14]=2)[N:9]=[CH:8][N:7]=1.C(N(C(C)C)CC)(C)C.Br[CH2:39][C:40]([NH2:42])=[O:41]. The catalyst is C(Cl)Cl. The product is [C:40]([CH2:39][N:20]1[CH2:21][CH2:22][CH:17]([O:16][C:13]2[CH:14]=[C:15]3[C:10](=[CH:11][C:12]=2[O:23][CH3:24])[N:9]=[CH:8][N:7]=[C:6]3[NH:5][C:4]2[CH:25]=[CH:26][CH:27]=[C:2]([Cl:1])[C:3]=2[F:28])[CH2:18][CH2:19]1)(=[O:41])[NH2:42]. The yield is 0.600. (9) The reactants are [CH3:1][O:2][C:3]1[CH:8]=[CH:7][CH:6]=[CH:5][C:4]=1[C:9]1[CH:17]=[C:16]2[C:12]([CH2:13][C:14](=[O:18])[NH:15]2)=[CH:11][CH:10]=1.[CH3:19][N:20]([CH3:40])[CH2:21][CH2:22][NH:23][C:24]([C:26]1[C:30]([C:31]2[CH:36]=[CH:35][CH:34]=[CH:33][CH:32]=2)=[C:29]([CH:37]=O)[NH:28][C:27]=1[CH3:39])=[O:25]. No catalyst specified. The product is [CH3:19][N:20]([CH3:40])[CH2:21][CH2:22][NH:23][C:24]([C:26]1[C:30]([C:31]2[CH:36]=[CH:35][CH:34]=[CH:33][CH:32]=2)=[C:29]([CH:37]=[C:13]2[C:12]3[C:16](=[CH:17][C:9]([C:4]4[CH:5]=[CH:6][CH:7]=[CH:8][C:3]=4[O:2][CH3:1])=[CH:10][CH:11]=3)[NH:15][C:14]2=[O:18])[NH:28][C:27]=1[CH3:39])=[O:25]. The yield is 0.440.